This data is from Catalyst prediction with 721,799 reactions and 888 catalyst types from USPTO. The task is: Predict which catalyst facilitates the given reaction. (1) Reactant: ClC1C=CC(SCCCCCCCC(O)=O)=CC=1.[CH3:19][O:20][C:21]1[CH:26]=[CH:25][CH:24]=[CH:23][C:22]=1[SH:27].Br[CH2:29][C:30]1[CH:35]=[CH:34][C:33]([CH2:36][C:37]([OH:39])=[O:38])=[CH:32][CH:31]=1.[OH-].[K+]. Product: [CH3:19][O:20][C:21]1[CH:26]=[CH:25][CH:24]=[CH:23][C:22]=1[S:27][CH2:29][C:30]1[CH:31]=[CH:32][C:33]([CH2:36][C:37]([OH:39])=[O:38])=[CH:34][CH:35]=1. The catalyst class is: 2. (2) Reactant: Cl[C:2](Cl)([O:4][C:5](=[O:11])OC(Cl)(Cl)Cl)Cl.[F:13][C:14]([F:34])([F:33])[C:15]1[CH:16]=[C:17]([C:21]2[CH:22]=[CH:23][C:24]3[N:30]4[CH2:31][C@H:27]([CH2:28][CH2:29]4)[NH:26][C:25]=3[N:32]=2)[CH:18]=[CH:19][CH:20]=1.C(N(CC)CC)C.[NH2:42][C:43]1[CH:44]=[C:45]([CH:60]=[CH:61][CH:62]=1)[CH2:46][N:47]1[CH2:52][CH2:51][N:50](C(OC(C)(C)C)=O)[CH2:49][CH2:48]1. Product: [F:13][C:14]([F:34])([F:33])[C:5]([OH:4])=[O:11].[N:47]1([CH2:46][C:45]2[CH:44]=[C:43]([NH:42][C:2]([N:26]3[C@@H:27]4[CH2:31][N:30]([CH2:29][CH2:28]4)[C:24]4[CH:23]=[CH:22][C:21]([C:17]5[CH:18]=[CH:19][CH:20]=[C:15]([C:14]([F:33])([F:13])[F:34])[CH:16]=5)=[N:32][C:25]3=4)=[O:4])[CH:62]=[CH:61][CH:60]=2)[CH2:48][CH2:49][NH:50][CH2:51][CH2:52]1. The catalyst class is: 616. (3) Reactant: FC1C=C(F)C=CC=1C(Cl)=O.[F:12][C:13]1[CH:18]=[C:17]([F:19])[CH:16]=[CH:15][C:14]=1[C:20]([N:22]=[C:23]=[S:24])=[O:21].[CH3:25][O:26][C:27]1[CH:28]=[C:29]2[C:34](=[CH:35][C:36]=1[O:37][CH3:38])[N:33]=[CH:32][N:31]=[C:30]2[O:39][C:40]1[CH:46]=[CH:45][C:43]([NH2:44])=[CH:42][CH:41]=1.C1(C)C=CC=CC=1. Product: [F:12][C:13]1[CH:18]=[C:17]([F:19])[CH:16]=[CH:15][C:14]=1[C:20]([N:22]=[C:23]=[S:24])=[O:21].[F:12][C:13]1[CH:18]=[C:17]([F:19])[CH:16]=[CH:15][C:14]=1[C:20]([NH:22][C:23]([NH:44][C:43]1[CH:45]=[CH:46][C:40]([O:39][C:30]2[C:29]3[C:34](=[CH:35][C:36]([O:37][CH3:38])=[C:27]([O:26][CH3:25])[CH:28]=3)[N:33]=[CH:32][N:31]=2)=[CH:41][CH:42]=1)=[S:24])=[O:21]. The catalyst class is: 8.